This data is from Reaction yield outcomes from USPTO patents with 853,638 reactions. The task is: Predict the reaction yield, written as a fraction of the theoretical maximum amount of product (1.0 means a 100% yield; for example, 0.34 means a 34% yield). (1) The yield is 0.790. The reactants are [F:1][C:2]1[C:3]([CH2:25][N:26](C)[C:27](=O)OC(C)(C)C)=[CH:4][N:5]([S:14]([C:17]2[CH:22]=[C:21]([O:23][CH3:24])[CH:20]=[CH:19][N:18]=2)(=[O:16])=[O:15])[C:6]=1[C:7]1[C:8]([F:13])=[N:9][CH:10]=[CH:11][CH:12]=1.C(OCC)(=O)C.[ClH:41]. The product is [ClH:41].[F:1][C:2]1[C:3]([CH2:25][NH:26][CH3:27])=[CH:4][N:5]([S:14]([C:17]2[CH:22]=[C:21]([O:23][CH3:24])[CH:20]=[CH:19][N:18]=2)(=[O:16])=[O:15])[C:6]=1[C:7]1[C:8]([F:13])=[N:9][CH:10]=[CH:11][CH:12]=1. The catalyst is C(OCC)(=O)C.CC(O)C. (2) The reactants are [CH:1]#[C:2][CH:3]([OH:9])[CH2:4][CH2:5][CH2:6][CH2:7][CH3:8].[Si:10](Cl)([C:13]([CH3:16])([CH3:15])[CH3:14])([CH3:12])[CH3:11].N1C=CN=C1. The catalyst is CN(C=O)C.CCOCC. The product is [C:13]([Si:10]([CH3:12])([CH3:11])[O:9][CH:3]([CH2:4][CH2:5][CH2:6][CH2:7][CH3:8])[C:2]#[CH:1])([CH3:16])([CH3:15])[CH3:14]. The yield is 0.950. (3) The reactants are Br[C:2]1[CH:35]=[CH:34][C:5]([NH:6][C:7]2[C:16]3[C:11](=[CH:12][C:13]([O:19][CH2:20][CH:21]4CCN(C(OC(C)(C)C)=O)[CH2:23][CH2:22]4)=[C:14]([O:17][CH3:18])[CH:15]=3)[N:10]=[CH:9][N:8]=2)=[C:4]([F:36])[CH:3]=1.F[C:38]1[CH:44]=C(C)C=C[C:39]=1N.[ClH:46].[CH:47](O)(C)C. No catalyst specified. The product is [ClH:46].[CH2:20]([O:19][C:13]1[CH:12]=[C:11]2[C:16]([C:7]([NH:6][C:5]3[CH:34]=[CH:35][C:2]([CH3:47])=[CH:3][C:4]=3[F:36])=[N:8][CH:9]=[N:10]2)=[CH:15][C:14]=1[O:17][CH3:18])[C:21]1[CH:22]=[CH:23][CH:44]=[CH:38][CH:39]=1. The yield is 0.910. (4) The yield is 0.520. The product is [CH:28]1([CH2:33][CH:34]([C:38]2[CH:43]=[CH:42][C:41]([S:44]([CH3:47])(=[O:45])=[O:46])=[C:40]([N+:48]([O-:50])=[O:49])[CH:39]=2)[C:35]([NH:51][C:52]2[S:53][CH:54]=[CH:55][N:56]=2)=[O:37])[CH2:32][CH2:31][CH2:30][CH2:29]1. The reactants are C1(P(C2C=CC=CC=2)C2C=CC=CC=2)C=CC=CC=1.BrN1C(=O)CCC1=O.[CH:28]1([CH2:33][CH:34]([C:38]2[CH:43]=[CH:42][C:41]([S:44]([CH3:47])(=[O:46])=[O:45])=[C:40]([N+:48]([O-:50])=[O:49])[CH:39]=2)[C:35]([OH:37])=O)[CH2:32][CH2:31][CH2:30][CH2:29]1.[NH2:51][C:52]1[S:53][CH:54]=[CH:55][N:56]=1. The catalyst is C(Cl)Cl. (5) The reactants are [S:1]1[C:5]([C:6]([C@@H:8]2[CH2:13][CH2:12][CH2:11][N:10]([C:14]([O:16][C:17]([CH3:20])([CH3:19])[CH3:18])=[O:15])[CH2:9]2)=[O:7])=[CH:4][C:3]2[CH:21]=[CH:22][CH:23]=[CH:24][C:2]1=2.[CH3:25][O:26][CH2:27][CH2:28][CH2:29][CH2:30][Mg]Cl.[NH4+].[Cl-]. The catalyst is C1COCC1. The product is [S:1]1[C:5]([C@:6]([C@@H:8]2[CH2:13][CH2:12][CH2:11][N:10]([C:14]([O:16][C:17]([CH3:20])([CH3:19])[CH3:18])=[O:15])[CH2:9]2)([OH:7])[CH2:30][CH2:29][CH2:28][CH2:27][O:26][CH3:25])=[CH:4][C:3]2[CH:21]=[CH:22][CH:23]=[CH:24][C:2]1=2. The yield is 0.880. (6) No catalyst specified. The reactants are [CH2:1]([O:3][C:4]1[C:12]([O:13][CH3:14])=[CH:11][CH:10]=[CH:9][C:5]=1[CH2:6]CN)[CH3:2].[CH3:15][NH:16]CC1C=CC2C(=CC=CC=2)C=1CCC.[ClH:31].[NH2:32][C:33]1[N:38]=[CH:37][C:36](/[CH:39]=[CH:40]/[C:41]([OH:43])=O)=[CH:35][C:34]=1[CH2:44][N:45]1[CH2:50][CH2:49][O:48][CH2:47][CH2:46]1.Cl.CN1CC2C=C(/C=C/C(O)=O)C=NC=2NC(=O)C1. The product is [ClH:31].[NH2:32][C:33]1[N:38]=[CH:37][C:36](/[CH:39]=[CH:40]/[C:41]([N:16]([CH2:6][C:5]2[CH:9]=[CH:10][CH:11]=[C:12]([O:13][CH3:14])[C:4]=2[O:3][CH2:1][CH3:2])[CH3:15])=[O:43])=[CH:35][C:34]=1[CH2:44][N:45]1[CH2:50][CH2:49][O:48][CH2:47][CH2:46]1. The yield is 0.700. (7) The catalyst is CN(C=O)C. The yield is 0.900. The product is [O:23]=[C:16]([N:9]([N:8]1[CH2:2][CH2:3][CH2:4][CH2:5][C:6]1=[O:7])[C:10]1[CH:15]=[CH:14][CH:13]=[CH:12][CH:11]=1)[CH2:17][C:18]([O:20][CH2:21][CH3:22])=[O:19]. The reactants are Cl[CH2:2][CH2:3][CH2:4][CH2:5][C:6]([NH:8][N:9]([C:16](=[O:23])[CH2:17][C:18]([O:20][CH2:21][CH3:22])=[O:19])[C:10]1[CH:15]=[CH:14][CH:13]=[CH:12][CH:11]=1)=[O:7].[H-].[Na+]. (8) The product is [CH2:34]([N:22]1[CH:23]=[C:24]([C:26]2[CH:31]=[CH:30][C:29]([Cl:32])=[CH:28][C:27]=2[Cl:33])[N:25]=[C:21]1[C@@H:20]([NH:38][C:47]([CH:44]1[CH2:45][CH2:46][CH:41]([OH:40])[CH2:42][CH2:43]1)=[O:48])[CH2:19][C:16]1[CH:15]=[CH:14][C:13]([O:12][CH2:11][C:8]2[CH:7]=[CH:6][C:5]([C:4]([OH:3])=[O:39])=[CH:10][CH:9]=2)=[CH:18][CH:17]=1)[CH2:35][CH2:36][CH3:37]. No catalyst specified. The yield is 0.600. The reactants are Cl.C[O:3][C:4](=[O:39])[C:5]1[CH:10]=[CH:9][C:8]([CH2:11][O:12][C:13]2[CH:18]=[CH:17][C:16]([CH2:19][C@H:20]([NH2:38])[C:21]3[N:22]([CH2:34][CH2:35][CH2:36][CH3:37])[CH:23]=[C:24]([C:26]4[CH:31]=[CH:30][C:29]([Cl:32])=[CH:28][C:27]=4[Cl:33])[N:25]=3)=[CH:15][CH:14]=2)=[CH:7][CH:6]=1.[OH:40][CH:41]1[CH2:46][CH2:45][CH:44]([C:47](O)=[O:48])[CH2:43][CH2:42]1. (9) The reactants are [C:1]1(=[O:7])O[C:4](=[O:5])[CH:3]=[CH:2]1.[CH:8]1([NH2:15])[CH2:14][CH2:13][CH2:12][CH2:11][CH2:10][CH2:9]1.C[Si](C)(C)N[Si](C)(C)C.Cl. The catalyst is C1(C)C=CC=CC=1.[Br-].[Zn+2].[Br-]. The product is [CH:8]1([N:15]2[C:4](=[O:5])[CH:3]=[CH:2][C:1]2=[O:7])[CH2:14][CH2:13][CH2:12][CH2:11][CH2:10][CH2:9]1. The yield is 0.940. (10) The reactants are C([Li:5])CCC.Br[C:7]1[CH:8]=[C:9]([N:13]2[CH2:17][CH2:16][CH:15]([O:18][CH3:19])[CH2:14]2)[CH:10]=[CH:11][CH:12]=1.[S:20](=[O:22])=[O:21]. The catalyst is O1CCCC1. The product is [CH3:19][O:18][CH:15]1[CH2:16][CH2:17][N:13]([C:9]2[CH:8]=[C:7]([S:20]([O-:22])=[O:21])[CH:12]=[CH:11][CH:10]=2)[CH2:14]1.[Li+:5]. The yield is 0.900.